From a dataset of Forward reaction prediction with 1.9M reactions from USPTO patents (1976-2016). Predict the product of the given reaction. (1) Given the reactants [C:1]([C:4]1[CH:5]=[C:6]([CH2:11][CH2:12][C:13]([O:15]C)=[O:14])[CH:7]=[CH:8][C:9]=1[NH2:10])(=[O:3])[CH3:2].[Li+:17].[OH-], predict the reaction product. The product is: [C:1]([C:4]1[CH:5]=[C:6]([CH2:11][CH2:12][C:13]([O-:15])=[O:14])[CH:7]=[CH:8][C:9]=1[NH2:10])(=[O:3])[CH3:2].[Li+:17]. (2) Given the reactants [CH2:1]([NH:8][CH2:9][CH2:10][CH2:11][C:12]1[CH:27]=[CH:26][C:15]([O:16][C:17]2[CH:25]=[CH:24][C:20]([C:21]([NH2:23])=[O:22])=[CH:19][N:18]=2)=[CH:14][CH:13]=1)[C:2]1[CH:7]=[CH:6][CH:5]=[CH:4][CH:3]=1.Br[CH2:29][CH2:30][CH2:31][CH2:32][CH3:33], predict the reaction product. The product is: [CH2:1]([N:8]([CH2:29][CH2:30][CH2:31][CH2:32][CH3:33])[CH2:9][CH2:10][CH2:11][C:12]1[CH:27]=[CH:26][C:15]([O:16][C:17]2[CH:25]=[CH:24][C:20]([C:21]([NH2:23])=[O:22])=[CH:19][N:18]=2)=[CH:14][CH:13]=1)[C:2]1[CH:3]=[CH:4][CH:5]=[CH:6][CH:7]=1. (3) Given the reactants [C:1]([O:5][C:6]([NH:8][CH:9]([C:13]([O:16][CH3:17])([CH3:15])[CH3:14])[C:10]([OH:12])=[O:11])=[O:7])(C)(C)C.Cl.[OH-].[Na+].ClC(OC)=O, predict the reaction product. The product is: [CH3:17][O:16][C:13]([CH3:15])([CH3:14])[CH:9]([NH:8][C:6]([O:5][CH3:1])=[O:7])[C:10]([OH:12])=[O:11]. (4) Given the reactants Cl[C:2]1[C:11]2[C:6](=[CH:7][C:8]([O:14][CH3:15])=[C:9]([O:12][CH3:13])[CH:10]=2)[N:5]=[CH:4][C:3]=1[C:16]([NH2:18])=[O:17].[NH2:19][CH:20]1[C:28]2[C:23](=[CH:24][CH:25]=[CH:26][CH:27]=2)[CH2:22][CH2:21]1, predict the reaction product. The product is: [CH:20]1([NH:19][C:2]2[C:11]3[C:6](=[CH:7][C:8]([O:14][CH3:15])=[C:9]([O:12][CH3:13])[CH:10]=3)[N:5]=[CH:4][C:3]=2[C:16]([NH2:18])=[O:17])[C:28]2[C:23](=[CH:24][CH:25]=[CH:26][CH:27]=2)[CH2:22][CH2:21]1.